Task: Predict the reaction yield, written as a fraction of the theoretical maximum amount of product (1.0 means a 100% yield; for example, 0.34 means a 34% yield).. Dataset: Reaction yield outcomes from USPTO patents with 853,638 reactions The reactants are [Cl:1][C:2]1[CH:7]=[CH:6][CH:5]=[CH:4][C:3]=1[C:8]([NH:12][CH:13]([CH:15]([CH3:17])[CH3:16])[CH3:14])=[CH:9][C:10]#[N:11].[CH:18]1([CH2:21][C:22](Cl)=[O:23])C[CH2:19]1.N1C=CC=CC=1. The catalyst is ClCCCl. The product is [Cl:1][C:2]1[CH:7]=[CH:6][CH:5]=[CH:4][C:3]=1[C:8]([NH:12][CH:13]([CH:15]([CH3:17])[CH3:16])[CH3:14])=[C:9]([C:22](=[O:23])[CH2:21][CH2:18][CH3:19])[C:10]#[N:11]. The yield is 0.750.